This data is from Peptide-MHC class II binding affinity with 134,281 pairs from IEDB. The task is: Regression. Given a peptide amino acid sequence and an MHC pseudo amino acid sequence, predict their binding affinity value. This is MHC class II binding data. (1) The peptide sequence is APATPAAAGAEAGKA. The MHC is DRB1_0802 with pseudo-sequence DRB1_0802. The binding affinity (normalized) is 0.0756. (2) The peptide sequence is FPQPQLPYSQPQPFRPQQPY. The MHC is DRB3_0101 with pseudo-sequence DRB3_0101. The binding affinity (normalized) is 0. (3) The peptide sequence is FDRLETLILLRAFTE. The MHC is DRB4_0101 with pseudo-sequence DRB4_0103. The binding affinity (normalized) is 0.448. (4) The MHC is DRB1_0101 with pseudo-sequence DRB1_0101. The binding affinity (normalized) is 1.00. The peptide sequence is TASWFTALTQHGKEE.